This data is from Full USPTO retrosynthesis dataset with 1.9M reactions from patents (1976-2016). The task is: Predict the reactants needed to synthesize the given product. (1) Given the product [CH2:16]([C@H:15]1[CH2:14][O:13][C:12](=[O:18])[N:11]1[C:8]1[CH:9]=[CH:10][N:5]2[N:4]=[CH:3][C:2]([C:27]3[CH:28]=[CH:29][C:30]([C:33]4[N:37]=[CH:36][N:35]([CH2:38][O:39][CH2:40][CH2:41][Si:42]([CH3:45])([CH3:44])[CH3:43])[N:34]=4)=[CH:31][CH:32]=3)=[C:6]2[N:7]=1)[CH3:17], predict the reactants needed to synthesize it. The reactants are: Br[C:2]1[CH:3]=[N:4][N:5]2[CH:10]=[CH:9][C:8]([N:11]3[C@@H:15]([CH2:16][CH3:17])[CH2:14][O:13][C:12]3=[O:18])=[N:7][C:6]=12.CC1(C)C(C)(C)OB([C:27]2[CH:32]=[CH:31][C:30]([C:33]3[N:37]=[CH:36][N:35]([CH2:38][O:39][CH2:40][CH2:41][Si:42]([CH3:45])([CH3:44])[CH3:43])[N:34]=3)=[CH:29][CH:28]=2)O1.C([O-])([O-])=O.[Na+].[Na+].C1(P(C2CCCCC2)C2C=CC=CC=2C2C(C(C)C)=CC(C(C)C)=CC=2C(C)C)CCCCC1. (2) Given the product [F:30][C:13]([F:31])([C:14]([F:29])([F:28])[C:15]([F:27])([F:26])[C:16]([F:25])([F:24])[C:17]([F:23])([F:22])[C:18]([F:21])([F:20])[F:19])[CH2:10][CH2:11][O:4][C:3](=[O:5])[CH:2]([SH:1])[CH2:6][C:7]([O:9][CH2:11][CH2:10][C:13]([F:30])([F:31])[C:14]([F:28])([F:29])[C:15]([F:26])([F:27])[C:16]([F:24])([F:25])[C:17]([F:23])([F:22])[C:18]([F:21])([F:20])[F:19])=[O:8], predict the reactants needed to synthesize it. The reactants are: [SH:1][CH:2]([CH2:6][C:7]([OH:9])=[O:8])[C:3]([OH:5])=[O:4].[CH2:10]([C:13]([F:31])([F:30])[C:14]([F:29])([F:28])[C:15]([F:27])([F:26])[C:16]([F:25])([F:24])[C:17]([F:23])([F:22])[C:18]([F:21])([F:20])[F:19])[CH2:11]O.